Predict the product of the given reaction. From a dataset of Forward reaction prediction with 1.9M reactions from USPTO patents (1976-2016). (1) Given the reactants [CH2:1]([NH:3][C:4]([NH2:6])=[O:5])[CH3:2].[N:7]1[C:16]2[C:11](=[CH:12][CH:13]=[CH:14][N:15]=2)[CH:10]=[CH:9][CH:8]=1.[CH2:17]([CH:24]1[CH2:29][CH2:28][NH:27][CH2:26][CH2:25]1)[C:18]1[CH:23]=[CH:22][CH:21]=[CH:20][CH:19]=1.[C:30](=O)([O-])[O-].[Na+].[Na+], predict the reaction product. The product is: [CH2:17]([CH:24]1[CH2:29][CH2:28][N:27]([CH2:2][CH2:1][NH:3][C:4]([NH:6][C:14]2[CH:13]=[CH:12][C:11]3[C:10](=[CH:9][CH:8]=[N:7][C:16]=3[CH3:30])[N:15]=2)=[O:5])[CH2:26][CH2:25]1)[C:18]1[CH:23]=[CH:22][CH:21]=[CH:20][CH:19]=1. (2) The product is: [Cl:9][C:10]1[CH:15]=[CH:14][C:13]([CH:16]2[CH2:21][CH2:20][CH2:19][N:18]([C:37]([C:36]3[CH:40]=[CH:41][N:42]=[C:34]([N:33]([CH3:43])[CH3:32])[CH:35]=3)=[O:38])[CH2:17]2)=[C:12]([O:22][CH2:23][CH3:24])[CH:11]=1. Given the reactants CCCP(O)(O)=O.Cl.[Cl:9][C:10]1[CH:15]=[CH:14][C:13]([CH:16]2[CH2:21][CH2:20][CH2:19][NH:18][CH2:17]2)=[C:12]([O:22][CH2:23][CH3:24])[CH:11]=1.C(N(CC)CC)C.[CH3:32][N:33]([CH3:43])[C:34]1[CH:35]=[C:36]([CH:40]=[CH:41][N:42]=1)[C:37](O)=[O:38], predict the reaction product. (3) Given the reactants [C:1](OC(=O)C)(=[O:3])[CH3:2].FC(F)(F)C(O)=O.[N:15]1([C:21]2[CH:26]=[CH:25][C:24]([C:27]3[N:28]=[C:29]([O:36][C@@H:37]([C@H:39]4[CH2:43][NH:42][C:41](=[O:44])[CH2:40]4)[CH3:38])[C:30]4[N:31]([N:33]=[CH:34][CH:35]=4)[CH:32]=3)=[CH:23][CH:22]=2)[CH2:20][CH2:19][NH:18][CH2:17][CH2:16]1.C(N(CC)CC)C, predict the reaction product. The product is: [C:1]([N:18]1[CH2:17][CH2:16][N:15]([C:21]2[CH:22]=[CH:23][C:24]([C:27]3[N:28]=[C:29]([O:36][C@@H:37]([C@H:39]4[CH2:43][NH:42][C:41](=[O:44])[CH2:40]4)[CH3:38])[C:30]4[N:31]([N:33]=[CH:34][CH:35]=4)[CH:32]=3)=[CH:25][CH:26]=2)[CH2:20][CH2:19]1)(=[O:3])[CH3:2]. (4) Given the reactants [C:1](Cl)(=[O:5])[C:2](Cl)=[O:3].[Si:7]([O:24][C@H:25]([CH3:41])[C@H:26]([NH:36][CH2:37][C@@H:38]([OH:40])[CH3:39])[C:27]1[CH:32]=[C:31]([F:33])[C:30]([F:34])=[C:29]([F:35])[CH:28]=1)([C:20]([CH3:23])([CH3:22])[CH3:21])([C:14]1[CH:19]=[CH:18][CH:17]=[CH:16][CH:15]=1)[C:8]1[CH:13]=[CH:12][CH:11]=[CH:10][CH:9]=1.C(OCC)(=O)C, predict the reaction product. The product is: [Si:7]([O:24][C@H:25]([CH3:41])[C@H:26]([N:36]1[CH2:37][C@H:38]([CH3:39])[O:40][C:2](=[O:3])[C:1]1=[O:5])[C:27]1[CH:32]=[C:31]([F:33])[C:30]([F:34])=[C:29]([F:35])[CH:28]=1)([C:20]([CH3:22])([CH3:23])[CH3:21])([C:8]1[CH:13]=[CH:12][CH:11]=[CH:10][CH:9]=1)[C:14]1[CH:19]=[CH:18][CH:17]=[CH:16][CH:15]=1. (5) Given the reactants [NH2:1][C:2]1[CH:26]=[C:25]([Cl:27])[CH:24]=[CH:23][C:3]=1[O:4][CH2:5][C:6]([N:8]1[CH2:13][CH2:12][N:11]([CH2:14][C:15]2[CH:20]=[CH:19][C:18]([F:21])=[CH:17][CH:16]=2)[CH2:10][CH:9]1[CH3:22])=[O:7].C(N(CC)CC)C.[O:35]=[C:36]1[C:44]2[C:39](=[CH:40][CH:41]=[CH:42][CH:43]=2)[C:38](=[O:45])[N:37]1[CH2:46][CH2:47][S:48](Cl)(=[O:50])=[O:49].C(=O)([O-])O.[Na+], predict the reaction product. The product is: [Cl:27][C:25]1[CH:24]=[CH:23][C:3]([O:4][CH2:5][C:6]([N:8]2[CH2:13][CH2:12][N:11]([CH2:14][C:15]3[CH:20]=[CH:19][C:18]([F:21])=[CH:17][CH:16]=3)[CH2:10][CH:9]2[CH3:22])=[O:7])=[C:2]([NH:1][S:48]([CH2:47][CH2:46][N:37]2[C:36](=[O:35])[C:44]3[C:39](=[CH:40][CH:41]=[CH:42][CH:43]=3)[C:38]2=[O:45])(=[O:49])=[O:50])[CH:26]=1. (6) Given the reactants Cl[C:2]1[C:7]([N+:8]([O-:10])=[O:9])=[CH:6][CH:5]=[C:4]([Cl:11])[N:3]=1.C(=O)([O-])[O-].[K+].[K+].[CH3:18][NH:19][CH3:20].O1CCCC1, predict the reaction product. The product is: [Cl:11][C:4]1[N:3]=[C:2]([N:19]([CH3:20])[CH3:18])[C:7]([N+:8]([O-:10])=[O:9])=[CH:6][CH:5]=1. (7) Given the reactants [CH:1]([N:4]1[CH2:9][CH2:8][CH:7]([O:10][C:11]2[CH:19]=[CH:18][C:17]3[N:16]4[CH2:20][CH2:21][NH:22][C:23](=[O:24])[C:15]4=[CH:14][C:13]=3[CH:12]=2)[CH2:6][CH2:5]1)([CH3:3])[CH3:2].[H-].[Na+].[F:27][C:28]1[CH:35]=[CH:34][C:31]([CH2:32]Br)=[CH:30][CH:29]=1, predict the reaction product. The product is: [F:27][C:28]1[CH:35]=[CH:34][C:31]([CH2:32][N:22]2[CH2:21][CH2:20][N:16]3[C:17]4[CH:18]=[CH:19][C:11]([O:10][CH:7]5[CH2:8][CH2:9][N:4]([CH:1]([CH3:3])[CH3:2])[CH2:5][CH2:6]5)=[CH:12][C:13]=4[CH:14]=[C:15]3[C:23]2=[O:24])=[CH:30][CH:29]=1.